This data is from Forward reaction prediction with 1.9M reactions from USPTO patents (1976-2016). The task is: Predict the product of the given reaction. (1) Given the reactants [CH3:1][O:2][C:3]1[C:11]([CH3:12])=[CH:10][CH:9]=[C:8]2[C:4]=1[CH:5]=[C:6]([C:13]#[N:14])[NH:7]2.[C:15](O[C:15]([O:17][C:18]([CH3:21])([CH3:20])[CH3:19])=[O:16])([O:17][C:18]([CH3:21])([CH3:20])[CH3:19])=[O:16], predict the reaction product. The product is: [C:13]([C:6]1[N:7]([C:15]([O:17][C:18]([CH3:21])([CH3:20])[CH3:19])=[O:16])[C:8]2[C:4]([CH:5]=1)=[C:3]([O:2][CH3:1])[C:11]([CH3:12])=[CH:10][CH:9]=2)#[N:14]. (2) The product is: [Br:1][C:2]1[C:3](=[O:25])[N:4]([CH2:17][CH2:18][C:19]2[CH:24]=[CH:23][CH:22]=[CH:21][CH:20]=2)[C:5]([C:9]2[CH:14]=[CH:13][CH:12]=[C:11]([O:15][CH2:32][C:33]3[CH:38]=[CH:37][CH:36]=[CH:35][CH:34]=3)[C:10]=2[F:16])=[N:6][C:7]=1[CH3:8]. Given the reactants [Br:1][C:2]1[C:3](=[O:25])[N:4]([CH2:17][CH2:18][C:19]2[CH:24]=[CH:23][CH:22]=[CH:21][CH:20]=2)[C:5]([C:9]2[CH:14]=[CH:13][CH:12]=[C:11]([OH:15])[C:10]=2[F:16])=[N:6][C:7]=1[CH3:8].C(=O)([O-])[O-].[K+].[K+].[CH2:32](Br)[C:33]1[CH:38]=[CH:37][CH:36]=[CH:35][CH:34]=1, predict the reaction product. (3) Given the reactants [F:1][C:2]1[CH:15]=[C:14](I)[CH:13]=[CH:12][C:3]=1[O:4][CH2:5][CH2:6][N:7]1[CH2:11][CH2:10][CH2:9][CH2:8]1.[Cl:17][C:18]1[CH:23]=[CH:22][C:21]([C:24]2[CH:25]=[CH:26][C:27]([C:30]#[CH:31])=[N:28][CH:29]=2)=[CH:20][CH:19]=1, predict the reaction product. The product is: [Cl:17][C:18]1[CH:19]=[CH:20][C:21]([C:24]2[CH:25]=[CH:26][C:27]([C:30]#[C:31][C:14]3[CH:13]=[CH:12][C:3]([O:4][CH2:5][CH2:6][N:7]4[CH2:11][CH2:10][CH2:9][CH2:8]4)=[C:2]([F:1])[CH:15]=3)=[N:28][CH:29]=2)=[CH:22][CH:23]=1. (4) Given the reactants [CH2:1]([N:8]1[CH2:12][CH:11]2[C:13](=[O:28])[N:14]([C:17]3[CH:22]=[CH:21][C:20]([O:23][C:24]([F:27])([F:26])[F:25])=[CH:19][CH:18]=3)[C:15](=[O:16])[CH:10]2[CH2:9]1)[C:2]1[CH:7]=[CH:6][CH:5]=[CH:4][CH:3]=1.[BH4-].[Na+].O, predict the reaction product. The product is: [CH2:1]([N:8]1[CH2:9][CH:10]2[CH:15]([OH:16])[N:14]([C:17]3[CH:22]=[CH:21][C:20]([O:23][C:24]([F:26])([F:27])[F:25])=[CH:19][CH:18]=3)[C:13](=[O:28])[CH:11]2[CH2:12]1)[C:2]1[CH:3]=[CH:4][CH:5]=[CH:6][CH:7]=1. (5) Given the reactants [CH3:1][O:2][C:3]1[CH:4]=[C:5]([C:11]2[C@@H:20]3[C@@H:15]([CH2:16][CH2:17][CH2:18][CH2:19]3)[C:14](=[O:21])[N:13]([CH:22]3[CH2:27][CH2:26][N:25]([C:28](=[O:39])[C@H:29]([NH:31]C(=O)OC(C)(C)C)[CH3:30])[CH2:24][CH2:23]3)[N:12]=2)[CH:6]=[CH:7][C:8]=1[O:9][CH3:10].[ClH:40], predict the reaction product. The product is: [ClH:40].[NH2:31][C@H:29]([CH3:30])[C:28]([N:25]1[CH2:24][CH2:23][CH:22]([N:13]2[N:12]=[C:11]([C:5]3[CH:6]=[CH:7][C:8]([O:9][CH3:10])=[C:3]([O:2][CH3:1])[CH:4]=3)[C@@H:20]3[C@@H:15]([CH2:16][CH2:17][CH2:18][CH2:19]3)[C:14]2=[O:21])[CH2:27][CH2:26]1)=[O:39]. (6) The product is: [NH2:23][C:24]1[N:29]=[CH:28][N:27]=[C:26]2[N:30]([CH:34]3[CH2:35][CH2:36][C:37](=[O:40])[CH2:38][CH2:39]3)[N:31]=[C:32]([C:9]3[CH:10]=[CH:11][C:12]([O:15][C:16]4[CH:17]=[CH:18][CH:19]=[CH:20][CH:21]=4)=[CH:13][CH:14]=3)[C:25]=12. Given the reactants CC1(C)C(C)(C)OB([C:9]2[CH:14]=[CH:13][C:12]([O:15][C:16]3[CH:21]=[CH:20][CH:19]=[CH:18][CH:17]=3)=[CH:11][CH:10]=2)O1.[NH2:23][C:24]1[N:29]=[CH:28][N:27]=[C:26]2[N:30]([CH:34]3[CH2:39][CH2:38][C:37](=[O:40])[CH2:36][CH2:35]3)[N:31]=[C:32](I)[C:25]=12.C(=O)([O-])[O-].[Na+].[Na+], predict the reaction product. (7) Given the reactants [Br:1][C:2]1[C:3]([CH3:9])=[N:4][C:5](Cl)=[N:6][CH:7]=1.Cl.[CH3:11][NH:12][C:13]([C@@H:15]1[CH2:19][CH2:18][CH2:17][NH:16]1)=[O:14].CCN(CC)CC, predict the reaction product. The product is: [Br:1][C:2]1[C:3]([CH3:9])=[N:4][C:5]([N:16]2[CH2:17][CH2:18][CH2:19][C@H:15]2[C:13]([NH:12][CH3:11])=[O:14])=[N:6][CH:7]=1. (8) Given the reactants C(NC1C=CC=CC=1)(OC(C)(C)C)=O.[H-].[Na+].BrCC(OCC(C)C)=O.[CH2:26]([O:30][C:31](=[O:49])[CH2:32][N:33](C(OC(C)(C)C)=O)[C:34]1[CH:39]=[CH:38][C:37]([Cl:40])=[C:36]([Cl:41])[CH:35]=1)[CH:27]([CH3:29])[CH3:28], predict the reaction product. The product is: [CH2:26]([O:30][C:31](=[O:49])[CH2:32][NH:33][C:34]1[CH:39]=[CH:38][C:37]([Cl:40])=[C:36]([Cl:41])[CH:35]=1)[CH:27]([CH3:29])[CH3:28].